This data is from Full USPTO retrosynthesis dataset with 1.9M reactions from patents (1976-2016). The task is: Predict the reactants needed to synthesize the given product. (1) Given the product [CH:14]1([C:12]2[NH:11][N:10]=[C:9]([NH:8][C:7]3[N:6]=[C:5]([NH:17][C@H:20]([C:22]4[CH:23]=[CH:24][C:25]([F:28])=[CH:26][CH:27]=4)[CH3:21])[C:4]([NH2:19])=[CH:3][CH:2]=3)[CH:13]=2)[CH2:16][CH2:15]1, predict the reactants needed to synthesize it. The reactants are: Cl[C:2]1[CH:3]=[C:4]2[N:19]=C[N:17]([C@H:20]([C:22]3[CH:27]=[CH:26][C:25]([F:28])=[CH:24][CH:23]=3)[CH3:21])[C:5]2=[N:6][C:7]=1[NH:8][C:9]1[CH:13]=[C:12]([CH:14]2[CH2:16][CH2:15]2)[NH:11][N:10]=1.[Cl-].[NH4+].C([O-])(=O)C.[NH4+]. (2) Given the product [Br:1][C:2]1[CH:10]=[C:9]([Cl:11])[CH:8]=[CH:7][C:3]=1[C:4]([N:23]1[CH2:24][CH2:25][N:20]([C:14]2[C:13]([CH3:12])=[CH:18][C:17]([CH3:19])=[CH:16][N:15]=2)[CH2:21][CH2:22]1)=[O:6], predict the reactants needed to synthesize it. The reactants are: [Br:1][C:2]1[CH:10]=[C:9]([Cl:11])[CH:8]=[CH:7][C:3]=1[C:4]([OH:6])=O.[CH3:12][C:13]1[C:14]([N:20]2[CH2:25][CH2:24][NH:23][CH2:22][CH2:21]2)=[N:15][CH:16]=[C:17]([CH3:19])[CH:18]=1.